Dataset: Reaction yield outcomes from USPTO patents with 853,638 reactions. Task: Predict the reaction yield, written as a fraction of the theoretical maximum amount of product (1.0 means a 100% yield; for example, 0.34 means a 34% yield). (1) The reactants are CC(C)=[O:3].[CH3:5][O:6][C:7]1[N:12]=[C:11]([C:13]2[CH2:18][CH2:17][N:16]([C:19]([O:21][C:22]([CH3:25])([CH3:24])[CH3:23])=[O:20])[CH2:15][CH:14]=2)[CH:10]=[CH:9][CH:8]=1.C[N+]1([O-])CCOCC1.[OH2:34]. The catalyst is [Os](=O)(=O)(=O)=O. The product is [OH:34][CH:18]1[C:13]([OH:3])([C:11]2[CH:10]=[CH:9][CH:8]=[C:7]([O:6][CH3:5])[N:12]=2)[CH2:14][CH2:15][N:16]([C:19]([O:21][C:22]([CH3:25])([CH3:24])[CH3:23])=[O:20])[CH2:17]1. The yield is 0.910. (2) The reactants are C1(P(C2C=CC=CC=2)C2C=CC=CC=2)C=CC=CC=1.BrN1C(=O)CCC1=O.[CH:28]1([CH2:33][C@H:34]([C:38]2[CH:43]=[CH:42][C:41]([S:44]([CH3:47])(=[O:46])=[O:45])=[CH:40][CH:39]=2)[C:35]([OH:37])=O)[CH2:32][CH2:31][CH2:30][CH2:29]1.[NH2:48][C:49]1[S:50][CH:51]=[C:52]([CH3:54])[N:53]=1.Cl. The catalyst is C(Cl)Cl.O.C(OCC)(=O)C. The product is [CH:28]1([CH2:33][C@H:34]([C:38]2[CH:43]=[CH:42][C:41]([S:44]([CH3:47])(=[O:46])=[O:45])=[CH:40][CH:39]=2)[C:35]([NH:48][C:49]2[S:50][CH:51]=[C:52]([CH3:54])[N:53]=2)=[O:37])[CH2:29][CH2:30][CH2:31][CH2:32]1. The yield is 0.480. (3) The reactants are [CH3:1][N:2]1[CH:7]=[C:6]([N:8]2[C:16]3[CH:15]=[C:14]([C:17]4[CH:22]=[N:21][CH:20]=[C:19]([CH3:23])[N:18]=4)[N:13]=[CH:12][C:11]=3[CH:10]=[N:9]2)[CH:5]=[C:4]([N:24]2[CH2:29][CH2:28][CH2:27][C@H:26]([NH:30]C(=O)OC(C)(C)C)[CH2:25]2)[C:3]1=[O:38]. The catalyst is C(O)(C(F)(F)F)=O.ClCCl. The product is [NH2:30][C@H:26]1[CH2:27][CH2:28][CH2:29][N:24]([C:4]2[C:3](=[O:38])[N:2]([CH3:1])[CH:7]=[C:6]([N:8]3[C:16]4[CH:15]=[C:14]([C:17]5[CH:22]=[N:21][CH:20]=[C:19]([CH3:23])[N:18]=5)[N:13]=[CH:12][C:11]=4[CH:10]=[N:9]3)[CH:5]=2)[CH2:25]1. The yield is 0.540. (4) The reactants are [H-].[Na+].[CH:3]1([S:6]([NH2:9])(=[O:8])=[O:7])[CH2:5][CH2:4]1.[Cl:10][C:11]1[C:20]2[NH:19][CH:18]([C:21]3[CH:26]=[CH:25][CH:24]=[C:23]([N:27]4[CH2:32][CH2:31][O:30][CH2:29][CH2:28]4)[CH:22]=3)[C:17]([CH3:34])([CH3:33])[CH2:16][C:15]=2[C:14]([C:35](O)=[O:36])=[CH:13][CH:12]=1.C(N1C=CN=C1)(N1C=CN=C1)=O. The catalyst is CN(C)C=O. The product is [Cl:10][C:11]1[C:20]2[NH:19][CH:18]([C:21]3[CH:26]=[CH:25][CH:24]=[C:23]([N:27]4[CH2:28][CH2:29][O:30][CH2:31][CH2:32]4)[CH:22]=3)[C:17]([CH3:33])([CH3:34])[CH2:16][C:15]=2[C:14]([C:35]([NH:9][S:6]([CH:3]2[CH2:5][CH2:4]2)(=[O:8])=[O:7])=[O:36])=[CH:13][CH:12]=1. The yield is 0.200.